From a dataset of Peptide-MHC class I binding affinity with 185,985 pairs from IEDB/IMGT. Regression. Given a peptide amino acid sequence and an MHC pseudo amino acid sequence, predict their binding affinity value. This is MHC class I binding data. (1) The peptide sequence is FLRGRAYGL. The MHC is HLA-A66:01 with pseudo-sequence HLA-A66:01. The binding affinity (normalized) is 0.213. (2) The peptide sequence is PLKVKDIPF. The MHC is HLA-A26:01 with pseudo-sequence HLA-A26:01. The binding affinity (normalized) is 0.0847. (3) The peptide sequence is KQGDVFYTA. The MHC is HLA-A80:01 with pseudo-sequence HLA-A80:01. The binding affinity (normalized) is 0.0847.